Dataset: Forward reaction prediction with 1.9M reactions from USPTO patents (1976-2016). Task: Predict the product of the given reaction. (1) Given the reactants [CH:1]([O:4][C:5]1[CH:10]=[CH:9][C:8]([N+:11]([O-])=O)=[C:7]([N+:14]([O-])=O)[CH:6]=1)([CH3:3])[CH3:2].O.O.Cl[Sn]Cl, predict the reaction product. The product is: [CH:1]([O:4][C:5]1[CH:6]=[C:7]([NH2:14])[C:8]([NH2:11])=[CH:9][CH:10]=1)([CH3:3])[CH3:2]. (2) Given the reactants [NH2:1][C:2]1[C:11]([Cl:12])=[CH:10][CH:9]=[C:8]2[C:3]=1[CH:4]=[CH:5][N:6]([C@@H:14]([CH3:18])[C:15]([NH2:17])=[O:16])[C:7]2=[O:13].[F:19][C:20]([F:32])([F:31])[C:21]1[CH:26]=[CH:25][C:24]([CH2:27][C:28](O)=[O:29])=[CH:23][CH:22]=1.C(N(CC)C(C)C)(C)C.F[P-](F)(F)(F)(F)F.C[N+](C)=C(N(C)C)ON1C2N=CC=CC=2N=N1.CN(C)C=O, predict the reaction product. The product is: [Cl:12][C:11]1[C:2]([NH:1][C:28](=[O:29])[CH2:27][C:24]2[CH:23]=[CH:22][C:21]([C:20]([F:31])([F:19])[F:32])=[CH:26][CH:25]=2)=[C:3]2[C:8](=[CH:9][CH:10]=1)[C:7](=[O:13])[N:6]([C@@H:14]([CH3:18])[C:15]([NH2:17])=[O:16])[CH:5]=[CH:4]2. (3) Given the reactants O.[OH-].[Li+].[CH3:4][O:5][C:6]1[CH:11]=[CH:10][C:9]([C:12]2[N:17]=[C:16]([C:18]([O:20]C)=[O:19])[CH:15]=[CH:14][CH:13]=2)=[C:8]([CH3:22])[C:7]=1[CH:23]1[C:36]2[C:35](=[O:37])[CH2:34][C:33]([CH3:39])([CH3:38])[CH2:32][C:31]=2[O:30][C:29]2[CH2:28][C:27]([CH3:41])([CH3:40])[CH2:26][C:25](=[O:42])[C:24]1=2, predict the reaction product. The product is: [CH3:4][O:5][C:6]1[CH:11]=[CH:10][C:9]([C:12]2[N:17]=[C:16]([C:18]([OH:20])=[O:19])[CH:15]=[CH:14][CH:13]=2)=[C:8]([CH3:22])[C:7]=1[CH:23]1[C:24]2[C:25](=[O:42])[CH2:26][C:27]([CH3:40])([CH3:41])[CH2:28][C:29]=2[O:30][C:31]2[CH2:32][C:33]([CH3:39])([CH3:38])[CH2:34][C:35](=[O:37])[C:36]1=2. (4) Given the reactants [Br:1][C:2]1[CH:3]=[C:4]([S:8]([N:11]2[C:15]([C:16]3[CH:21]=[CH:20][CH:19]=[CH:18][CH:17]=3)=[CH:14][C:13]([CH:22]=O)=[CH:12]2)(=[O:10])=[O:9])[CH:5]=[N:6][CH:7]=1.[CH3:24][NH2:25].[BH4-].[Na+].[C:28](=[O:31])([O-])[OH:29].[Na+], predict the reaction product. The product is: [Br:1][C:2]1[CH:3]=[C:4]([S:8]([N:11]2[C:15]([C:16]3[CH:21]=[CH:20][CH:19]=[CH:18][CH:17]=3)=[CH:14][C:13]([CH2:22][N:25]([CH3:24])[C:28](=[O:31])[O:29][C:13]([CH3:22])([CH3:14])[CH3:12])=[CH:12]2)(=[O:10])=[O:9])[CH:5]=[N:6][CH:7]=1. (5) Given the reactants [N+:1]([C:4]1[CH:14]=[CH:13][C:7]2[NH:8][S:9](=[O:12])(=[O:11])[O:10][C:6]=2[CH:5]=1)([O-])=O, predict the reaction product. The product is: [NH2:1][C:4]1[CH:14]=[CH:13][C:7]2[NH:8][S:9](=[O:12])(=[O:11])[O:10][C:6]=2[CH:5]=1. (6) Given the reactants Cl[CH2:2][CH2:3][C:4]1[CH:9]=[CH:8][C:7]([N:10]([CH3:14])[C:11](=[O:13])[CH3:12])=[C:6]([CH3:15])[CH:5]=1.[ClH:16].[N:17]1([C:23]2[C:27]3[CH:28]=[CH:29][CH:30]=[CH:31][C:26]=3[S:25][N:24]=2)[CH2:22][CH2:21][NH:20][CH2:19][CH2:18]1.C(=O)([O-])[O-].[K+].[K+].[I-].[K+], predict the reaction product. The product is: [S:25]1[C:26]2[CH:31]=[CH:30][CH:29]=[CH:28][C:27]=2[C:23]([N:17]2[CH2:22][CH2:21][N:20]([CH2:2][CH2:3][C:4]3[C:9]([Cl:16])=[CH:8][C:7]([N:10]([CH3:14])[C:11](=[O:13])[CH3:12])=[C:6]([CH3:15])[CH:5]=3)[CH2:19][CH2:18]2)=[N:24]1.